From a dataset of Reaction yield outcomes from USPTO patents with 853,638 reactions. Predict the reaction yield, written as a fraction of the theoretical maximum amount of product (1.0 means a 100% yield; for example, 0.34 means a 34% yield). The reactants are [NH2:1][C:2]1[CH:3]=[C:4]([C:13]([F:16])([F:15])[F:14])[C:5]([C:8]([CH3:12])([CH3:11])[C:9]#[N:10])=[N:6][CH:7]=1.[CH2:17]([O:19][C:20]1[C:25](=[O:26])[NH:24][CH:23]=[C:22]([C:27]2[CH:32]=[CH:31][C:30]([CH2:33][C:34](O)=[O:35])=[C:29]([F:37])[CH:28]=2)[CH:21]=1)[CH3:18].C1C=CC2N(O)N=NC=2C=1.C(Cl)C[Cl:50].CCN(CC)CC. The catalyst is CN(C=O)C. The product is [ClH:50].[C:9]([C:8]([C:5]1[N:6]=[CH:7][C:2]([NH:1][C:34](=[O:35])[CH2:33][C:30]2[CH:31]=[CH:32][C:27]([C:22]3[CH:21]=[C:20]([O:19][CH2:17][CH3:18])[C:25](=[O:26])[NH:24][CH:23]=3)=[CH:28][C:29]=2[F:37])=[CH:3][C:4]=1[C:13]([F:16])([F:14])[F:15])([CH3:12])[CH3:11])#[N:10]. The yield is 0.264.